From a dataset of NCI-60 drug combinations with 297,098 pairs across 59 cell lines. Regression. Given two drug SMILES strings and cell line genomic features, predict the synergy score measuring deviation from expected non-interaction effect. (1) Drug 1: CN(C)N=NC1=C(NC=N1)C(=O)N. Drug 2: CC1C(C(=O)NC(C(=O)N2CCCC2C(=O)N(CC(=O)N(C(C(=O)O1)C(C)C)C)C)C(C)C)NC(=O)C3=C4C(=C(C=C3)C)OC5=C(C(=O)C(=C(C5=N4)C(=O)NC6C(OC(=O)C(N(C(=O)CN(C(=O)C7CCCN7C(=O)C(NC6=O)C(C)C)C)C)C(C)C)C)N)C. Cell line: COLO 205. Synergy scores: CSS=8.12, Synergy_ZIP=4.97, Synergy_Bliss=15.3, Synergy_Loewe=14.8, Synergy_HSA=14.5. (2) Drug 1: CC1=C2C(C(=O)C3(C(CC4C(C3C(C(C2(C)C)(CC1OC(=O)C(C(C5=CC=CC=C5)NC(=O)OC(C)(C)C)O)O)OC(=O)C6=CC=CC=C6)(CO4)OC(=O)C)OC)C)OC. Drug 2: CN1C(=O)N2C=NC(=C2N=N1)C(=O)N. Cell line: U251. Synergy scores: CSS=34.2, Synergy_ZIP=1.49, Synergy_Bliss=-0.633, Synergy_Loewe=-11.6, Synergy_HSA=0.922. (3) Drug 1: CC1OCC2C(O1)C(C(C(O2)OC3C4COC(=O)C4C(C5=CC6=C(C=C35)OCO6)C7=CC(=C(C(=C7)OC)O)OC)O)O. Drug 2: C1=CC(=CC=C1CC(C(=O)O)N)N(CCCl)CCCl.Cl. Cell line: COLO 205. Synergy scores: CSS=72.8, Synergy_ZIP=12.6, Synergy_Bliss=13.5, Synergy_Loewe=-2.04, Synergy_HSA=12.7.